Dataset: Forward reaction prediction with 1.9M reactions from USPTO patents (1976-2016). Task: Predict the product of the given reaction. (1) Given the reactants [Cl:1][C:2]1[CH:7]=[CH:6][CH:5]=[CH:4][C:3]=1[C:8]1[CH:17]=[C:16]([O:18][CH:19]2[CH2:23][CH2:22][NH:21][CH2:20]2)[CH:15]=[C:14]2[C:9]=1[CH2:10][CH2:11][C:12](=[O:32])[N:13]2[C:24]1[C:29]([Cl:30])=[CH:28][CH:27]=[CH:26][C:25]=1[Cl:31].C=O.[C:35]([BH3-])#N.[Na+], predict the reaction product. The product is: [Cl:1][C:2]1[CH:7]=[CH:6][CH:5]=[CH:4][C:3]=1[C:8]1[CH:17]=[C:16]([O:18][CH:19]2[CH2:23][CH2:22][N:21]([CH3:35])[CH2:20]2)[CH:15]=[C:14]2[C:9]=1[CH2:10][CH2:11][C:12](=[O:32])[N:13]2[C:24]1[C:25]([Cl:31])=[CH:26][CH:27]=[CH:28][C:29]=1[Cl:30]. (2) Given the reactants [C:1]([O:5][C:6]([NH:8][C:9]1[C:14]([C:15]([OH:17])=[O:16])=[CH:13][C:12]([Cl:18])=[N:11][CH:10]=1)=[O:7])([CH3:4])([CH3:3])[CH3:2].[CH3:19][Si](C=[N+]=[N-])(C)C, predict the reaction product. The product is: [C:1]([O:5][C:6]([NH:8][C:9]1[C:14]([C:15]([O:17][CH3:19])=[O:16])=[CH:13][C:12]([Cl:18])=[N:11][CH:10]=1)=[O:7])([CH3:4])([CH3:2])[CH3:3].